Dataset: Reaction yield outcomes from USPTO patents with 853,638 reactions. Task: Predict the reaction yield, written as a fraction of the theoretical maximum amount of product (1.0 means a 100% yield; for example, 0.34 means a 34% yield). (1) The reactants are Cl[CH2:2][C:3]1[NH:4][C:5](=[O:8])[NH:6][N:7]=1.Cl.[F:10][C:11]1[CH:24]=[CH:23][CH:22]=[CH:21][C:12]=1[O:13][CH2:14][CH:15]1[CH2:20][CH2:19][NH:18][CH2:17][CH2:16]1.C(=O)([O-])[O-].[K+].[K+].C(#N)C. The catalyst is C(OCC)(=O)C.O. The product is [F:10][C:11]1[CH:24]=[CH:23][CH:22]=[CH:21][C:12]=1[O:13][CH2:14][CH:15]1[CH2:16][CH2:17][N:18]([CH2:2][C:3]2[NH:4][C:5](=[O:8])[NH:6][N:7]=2)[CH2:19][CH2:20]1. The yield is 0.210. (2) The reactants are [OH:1][CH:2]([C:7]1[CH:16]=[CH:15][C:14]2[C:9](=[CH:10][CH:11]=[CH:12][CH:13]=2)[CH:8]=1)[C:3]([O:5][CH3:6])=[O:4].[H-].[Na+].CI.[C:21](OCC)(=O)C. The catalyst is CN(C=O)C. The product is [CH3:21][O:1][CH:2]([C:7]1[CH:16]=[CH:15][C:14]2[C:9](=[CH:10][CH:11]=[CH:12][CH:13]=2)[CH:8]=1)[C:3]([O:5][CH3:6])=[O:4]. The yield is 0.530.